From a dataset of Reaction yield outcomes from USPTO patents with 853,638 reactions. Predict the reaction yield, written as a fraction of the theoretical maximum amount of product (1.0 means a 100% yield; for example, 0.34 means a 34% yield). The reactants are [F:1][C:2]([F:38])([F:37])[C:3]1[CH:4]=[C:5]([CH:34]=[CH:35][CH:36]=1)[CH2:6][NH:7][C:8](=[O:33])[C:9]1[CH:14]=[CH:13][N:12]=[C:11]([C:15]2[CH:20]=[C:19]([N:21]([CH2:26][CH2:27][O:28][CH3:29])[CH2:22][CH2:23][O:24][CH3:25])[CH:18]=[CH:17][C:16]=2[N+:30]([O-])=O)[CH:10]=1. The catalyst is CO.[Pd]. The product is [F:37][C:2]([F:1])([F:38])[C:3]1[CH:4]=[C:5]([CH:34]=[CH:35][CH:36]=1)[CH2:6][NH:7][C:8](=[O:33])[C:9]1[CH:14]=[CH:13][N:12]=[C:11]([C:15]2[CH:20]=[C:19]([N:21]([CH2:22][CH2:23][O:24][CH3:25])[CH2:26][CH2:27][O:28][CH3:29])[CH:18]=[CH:17][C:16]=2[NH2:30])[CH:10]=1. The yield is 0.710.